Dataset: Catalyst prediction with 721,799 reactions and 888 catalyst types from USPTO. Task: Predict which catalyst facilitates the given reaction. (1) Reactant: [NH2:1][C:2]1[C:7]([OH:8])=[C:6]([NH2:9])[N:5]=[C:4]([C:10]2[C:18]3[C:13](=[CH:14][CH:15]=[CH:16][CH:17]=3)[N:12]([CH2:19][C:20]3[C:25]([F:26])=[CH:24][C:23]([O:27][CH2:28][CH3:29])=[CH:22][C:21]=3[F:30])[N:11]=2)[N:3]=1.Br[CH2:32][CH2:33][O:34][CH3:35].C(=O)([O-])[O-].[Cs+].[Cs+]. The catalyst class is: 35. Product: [CH2:28]([O:27][C:23]1[CH:22]=[C:21]([F:30])[C:20]([CH2:19][N:12]2[C:13]3[C:18](=[CH:17][CH:16]=[CH:15][CH:14]=3)[C:10]([C:4]3[N:5]=[C:6]([NH2:9])[C:7]([O:8][CH2:32][CH2:33][O:34][CH3:35])=[C:2]([NH2:1])[N:3]=3)=[N:11]2)=[C:25]([F:26])[CH:24]=1)[CH3:29]. (2) Reactant: [N+:1]([C:4]1[CH:23]=[CH:22][C:7]([O:8][CH:9]2[CH2:14][CH2:13][N:12]([C:15]([O:17][C:18]([CH3:21])([CH3:20])[CH3:19])=[O:16])[CH2:11][CH2:10]2)=[C:6]([C:24]([F:27])([F:26])[F:25])[CH:5]=1)([O-])=O. Product: [NH2:1][C:4]1[CH:23]=[CH:22][C:7]([O:8][CH:9]2[CH2:10][CH2:11][N:12]([C:15]([O:17][C:18]([CH3:20])([CH3:21])[CH3:19])=[O:16])[CH2:13][CH2:14]2)=[C:6]([C:24]([F:27])([F:25])[F:26])[CH:5]=1. The catalyst class is: 50. (3) Reactant: [N+:1]([C:4]1[C:14]([N+:15]([O-])=O)=[CH:13][C:12]2[CH:11]3[CH2:18][CH:7]([CH2:8][N:9]([C:19](=[O:24])[C:20]([F:23])([F:22])[F:21])[CH2:10]3)[C:6]=2[CH:5]=1)([O-])=O. Product: [NH2:1][C:4]1[C:14]([NH2:15])=[CH:13][C:12]2[CH:11]3[CH2:18][CH:7]([CH2:8][N:9]([C:19](=[O:24])[C:20]([F:23])([F:21])[F:22])[CH2:10]3)[C:6]=2[CH:5]=1. The catalyst class is: 105. (4) Reactant: [CH3:1][C:2]1[C:3]([CH2:12][C:13]2[NH:17][C:16]3[CH:18]=[CH:19][C:20]([C:22]#[N:23])=[CH:21][C:15]=3[N:14]=2)=[C:4]2[C:8](=[C:9]([CH3:11])[CH:10]=1)[NH:7][CH:6]=[CH:5]2.C1C(=O)N([Br:31])C(=O)C1. Product: [Br:31][C:5]1[C:4]2[C:8](=[C:9]([CH3:11])[CH:10]=[C:2]([CH3:1])[C:3]=2[CH2:12][C:13]2[NH:17][C:16]3[CH:18]=[CH:19][C:20]([C:22]#[N:23])=[CH:21][C:15]=3[N:14]=2)[NH:7][CH:6]=1. The catalyst class is: 3. (5) Reactant: [CH3:1][O:2][CH:3]([O:6][CH3:7])[CH2:4][NH2:5].C(=O)([O-])O.[K+].[Br:13][C:14]1[CH:22]=[CH:21][C:17]([C:18](Cl)=[O:19])=[CH:16][CH:15]=1. Product: [Br:13][C:14]1[CH:22]=[CH:21][C:17]([C:18]([NH:5][CH2:4][CH:3]([O:6][CH3:7])[O:2][CH3:1])=[O:19])=[CH:16][CH:15]=1. The catalyst class is: 283. (6) Reactant: [Br:1][C:2]1[C:3]([Cl:9])=[N:4][CH:5]=[CH:6][C:7]=1I.[Cl:10][C:11]1[CH:16]=[CH:15][C:14](B(O)O)=[CH:13][CH:12]=1.C([O-])([O-])=O.[Na+].[Na+].CCOC(C)=O. Product: [Br:1][C:2]1[C:3]([Cl:9])=[N:4][CH:5]=[CH:6][C:7]=1[C:14]1[CH:15]=[CH:16][C:11]([Cl:10])=[CH:12][CH:13]=1. The catalyst class is: 398. (7) Product: [CH3:18][O:17][C:14]1[CH:15]=[CH:16][C:11]([NH:10][C:8]([C:7]2[C:2]([NH:32][CH2:31][CH:28]3[CH2:27][CH2:26][N:25]([C:22]4[CH:23]=[CH:24][N:19]=[CH:20][CH:21]=4)[CH2:30][CH2:29]3)=[N:3][CH:4]=[CH:5][CH:6]=2)=[O:9])=[CH:12][CH:13]=1. Reactant: Cl[C:2]1[C:7]([C:8]([NH:10][C:11]2[CH:16]=[CH:15][C:14]([O:17][CH3:18])=[CH:13][CH:12]=2)=[O:9])=[CH:6][CH:5]=[CH:4][N:3]=1.[N:19]1[CH:24]=[CH:23][C:22]([N:25]2[CH2:30][CH2:29][CH:28]([CH2:31][NH2:32])[CH2:27][CH2:26]2)=[CH:21][CH:20]=1. The catalyst class is: 8. (8) Reactant: [S:1]1[C:5]2[CH:6]=[CH:7][CH:8]=[CH:9][C:4]=2[C:3]([CH:10]=O)=[CH:2]1.[N:12]1[CH:17]=[CH:16][CH:15]=[CH:14][C:13]=1[N:18]1[CH2:23][CH2:22][NH:21][CH2:20][CH2:19]1.C(O[BH-](OC(=O)C)OC(=O)C)(=O)C.[Na+].C(OCC)C. Product: [S:1]1[C:5]2[CH:6]=[CH:7][CH:8]=[CH:9][C:4]=2[C:3]([CH2:10][N:21]2[CH2:22][CH2:23][N:18]([C:13]3[CH:14]=[CH:15][CH:16]=[CH:17][N:12]=3)[CH2:19][CH2:20]2)=[CH:2]1. The catalyst class is: 26. (9) Reactant: [NH:1]1[CH:5]=[C:4]([C:6]2[C:7]3[CH:14]=[CH:13][N:12]([CH2:15][O:16][CH2:17][CH2:18][Si:19]([CH3:22])([CH3:21])[CH3:20])[C:8]=3[N:9]=[CH:10][N:11]=2)[CH:3]=[N:2]1.[C:23](/[CH:25]=[CH:26]/[C:27]1([CH2:32][NH:33][C:34](=[O:40])[O:35][C:36]([CH3:39])([CH3:38])[CH3:37])[CH2:31][CH2:30][CH2:29][CH2:28]1)#[N:24].C(/C=C\C1(CNC(=O)OC(C)(C)C)CCCC1)#N.C1CCN2C(=NCCC2)CC1. Product: [C:23]([CH2:25][CH:26]([C:27]1([CH2:32][NH:33][C:34](=[O:40])[O:35][C:36]([CH3:38])([CH3:37])[CH3:39])[CH2:31][CH2:30][CH2:29][CH2:28]1)[N:1]1[CH:5]=[C:4]([C:6]2[C:7]3[CH:14]=[CH:13][N:12]([CH2:15][O:16][CH2:17][CH2:18][Si:19]([CH3:22])([CH3:21])[CH3:20])[C:8]=3[N:9]=[CH:10][N:11]=2)[CH:3]=[N:2]1)#[N:24]. The catalyst class is: 10.